Dataset: Full USPTO retrosynthesis dataset with 1.9M reactions from patents (1976-2016). Task: Predict the reactants needed to synthesize the given product. (1) Given the product [C:8]([O:12][C:13](=[O:38])[CH2:14][N:15]([S:23]([C:26]1[CH:35]=[C:34]2[C:29]([C:30]([Cl:37])=[CH:31][N:32]=[C:33]2[NH:4][C:3]([NH2:5])=[NH:2])=[CH:28][CH:27]=1)(=[O:24])=[O:25])[CH2:16][C:17]1[CH:18]=[CH:19][CH:20]=[CH:21][CH:22]=1)([CH3:11])([CH3:9])[CH3:10], predict the reactants needed to synthesize it. The reactants are: Cl.[NH2:2][C:3]([NH2:5])=[NH:4].[H-].[Na+].[C:8]([O:12][C:13](=[O:38])[CH2:14][N:15]([S:23]([C:26]1[CH:35]=[C:34]2[C:29]([C:30]([Cl:37])=[CH:31][N:32]=[C:33]2Cl)=[CH:28][CH:27]=1)(=[O:25])=[O:24])[CH2:16][C:17]1[CH:22]=[CH:21][CH:20]=[CH:19][CH:18]=1)([CH3:11])([CH3:10])[CH3:9].O. (2) Given the product [Br:1][C:2]1[CH:3]=[N:4][C:5]([Cl:11])=[C:6]([CH:10]=1)[C:7]([NH:31][C:32]1[CH:37]=[CH:36][CH:35]=[CH:34][CH:33]=1)=[O:9], predict the reactants needed to synthesize it. The reactants are: [Br:1][C:2]1[CH:3]=[N:4][C:5]([Cl:11])=[C:6]([CH:10]=1)[C:7]([OH:9])=O.Cl.CN(C)CCCN=C=NCC.C(N(CC)CC)C.[NH2:31][C:32]1[CH:37]=[CH:36][CH:35]=[CH:34][CH:33]=1.